This data is from Forward reaction prediction with 1.9M reactions from USPTO patents (1976-2016). The task is: Predict the product of the given reaction. (1) Given the reactants [CH2:1]([O:3][CH:4]([O:14][CH2:15][CH3:16])[C:5]1[CH:10]=[CH:9][C:8]([CH2:11][NH:12][CH3:13])=[CH:7][CH:6]=1)[CH3:2].[CH3:29][C:28]([O:27][C:25](O[C:25]([O:27][C:28]([CH3:31])([CH3:30])[CH3:29])=[O:26])=[O:26])([CH3:31])[CH3:30], predict the reaction product. The product is: [CH2:15]([O:14][CH:4]([O:3][CH2:1][CH3:2])[C:5]1[CH:10]=[CH:9][C:8]([CH2:11][N:12]([CH3:13])[C:25](=[O:26])[O:27][C:28]([CH3:29])([CH3:30])[CH3:31])=[CH:7][CH:6]=1)[CH3:16]. (2) The product is: [CH3:31][Si:32]([C:35]#[C:36][C:2]1[CH:11]=[CH:10][C:5]([C:6]([O:8][CH3:9])=[O:7])=[CH:4][CH:3]=1)([CH3:34])[CH3:33]. Given the reactants Br[C:2]1[CH:11]=[CH:10][C:5]([C:6]([O:8][CH3:9])=[O:7])=[CH:4][CH:3]=1.C1(P(C2C=CC=CC=2)C2C=CC=CC=2)C=CC=CC=1.[CH3:31][Si:32]([C:35]#[CH:36])([CH3:34])[CH3:33], predict the reaction product. (3) Given the reactants [NH:1]1[C:5]([C:6]([OH:8])=O)=[CH:4][N:3]=[N:2]1.[F:9][C@H:10]1[C@@H:15]([O:16][C:17]2[CH:24]=[CH:23][C:22]([C:25]3[N:30]=[C:29]([NH:31][C:32]4[CH:37]=[CH:36][C:35]([N:38]5[CH2:43][CH2:42][N:41]([CH:44]6[CH2:47][O:46][CH2:45]6)[CH2:40][CH2:39]5)=[CH:34][CH:33]=4)[N:28]=[CH:27][N:26]=3)=[CH:21][C:18]=2[C:19]#[N:20])[CH2:14][CH2:13][NH:12][CH2:11]1, predict the reaction product. The product is: [F:9][C@H:10]1[C@@H:15]([O:16][C:17]2[CH:24]=[CH:23][C:22]([C:25]3[N:30]=[C:29]([NH:31][C:32]4[CH:37]=[CH:36][C:35]([N:38]5[CH2:39][CH2:40][N:41]([CH:44]6[CH2:47][O:46][CH2:45]6)[CH2:42][CH2:43]5)=[CH:34][CH:33]=4)[N:28]=[CH:27][N:26]=3)=[CH:21][C:18]=2[C:19]#[N:20])[CH2:14][CH2:13][N:12]([C:6]([C:5]2[NH:1][N:2]=[N:3][CH:4]=2)=[O:8])[CH2:11]1.